The task is: Regression. Given two drug SMILES strings and cell line genomic features, predict the synergy score measuring deviation from expected non-interaction effect.. This data is from NCI-60 drug combinations with 297,098 pairs across 59 cell lines. (1) Drug 1: C1CCN(CC1)CCOC2=CC=C(C=C2)C(=O)C3=C(SC4=C3C=CC(=C4)O)C5=CC=C(C=C5)O. Drug 2: C1C(C(OC1N2C=C(C(=O)NC2=O)F)CO)O. Cell line: OVCAR-4. Synergy scores: CSS=11.9, Synergy_ZIP=-6.52, Synergy_Bliss=-1.58, Synergy_Loewe=-10.4, Synergy_HSA=-3.67. (2) Drug 1: CC12CCC3C(C1CCC2=O)CC(=C)C4=CC(=O)C=CC34C. Drug 2: N.N.Cl[Pt+2]Cl. Cell line: SK-MEL-28. Synergy scores: CSS=16.0, Synergy_ZIP=3.95, Synergy_Bliss=5.41, Synergy_Loewe=0.846, Synergy_HSA=0.498. (3) Drug 1: CC1=C(N=C(N=C1N)C(CC(=O)N)NCC(C(=O)N)N)C(=O)NC(C(C2=CN=CN2)OC3C(C(C(C(O3)CO)O)O)OC4C(C(C(C(O4)CO)O)OC(=O)N)O)C(=O)NC(C)C(C(C)C(=O)NC(C(C)O)C(=O)NCCC5=NC(=CS5)C6=NC(=CS6)C(=O)NCCC[S+](C)C)O. Drug 2: CC(C)(C#N)C1=CC(=CC(=C1)CN2C=NC=N2)C(C)(C)C#N. Cell line: HS 578T. Synergy scores: CSS=19.0, Synergy_ZIP=-3.96, Synergy_Bliss=-5.95, Synergy_Loewe=-2.76, Synergy_HSA=-0.232. (4) Drug 1: C1=CC(=CC=C1CC(C(=O)O)N)N(CCCl)CCCl.Cl. Drug 2: C1=CN(C(=O)N=C1N)C2C(C(C(O2)CO)O)O.Cl. Cell line: HS 578T. Synergy scores: CSS=26.5, Synergy_ZIP=-1.17, Synergy_Bliss=5.27, Synergy_Loewe=-7.32, Synergy_HSA=4.82. (5) Drug 1: C1=NC2=C(N=C(N=C2N1C3C(C(C(O3)CO)O)F)Cl)N. Drug 2: C(CN)CNCCSP(=O)(O)O. Cell line: HS 578T. Synergy scores: CSS=0.158, Synergy_ZIP=0.484, Synergy_Bliss=0.881, Synergy_Loewe=1.23, Synergy_HSA=-0.782. (6) Drug 1: C1CCC(C1)C(CC#N)N2C=C(C=N2)C3=C4C=CNC4=NC=N3. Drug 2: CCCS(=O)(=O)NC1=C(C(=C(C=C1)F)C(=O)C2=CNC3=C2C=C(C=N3)C4=CC=C(C=C4)Cl)F. Cell line: COLO 205. Synergy scores: CSS=31.6, Synergy_ZIP=7.64, Synergy_Bliss=7.82, Synergy_Loewe=-29.3, Synergy_HSA=1.69.